From a dataset of Full USPTO retrosynthesis dataset with 1.9M reactions from patents (1976-2016). Predict the reactants needed to synthesize the given product. Given the product [CH:15]([C:13]1[C:12]([C:23]2[CH:24]=[N:25][CH:26]=[CH:27][CH:28]=2)=[N:11][NH:10][CH:14]=1)=[CH:16][CH2:17][CH2:18][CH2:19][CH2:20][CH2:21][CH3:22].[C:1]1([S:7]([N:10]2[CH:14]=[C:13]([CH:15]=[CH:16][CH2:17][CH2:18][CH2:19][CH2:20][CH2:21][CH3:22])[C:12]([C:23]3[CH:24]=[N:25][CH:26]=[CH:27][CH:28]=3)=[N:11]2)(=[O:8])=[O:9])[CH:6]=[CH:5][CH:4]=[CH:3][CH:2]=1, predict the reactants needed to synthesize it. The reactants are: [C:1]1([S:7]([N:10]2[CH:14]=[C:13]([CH:15]=[CH:16][CH2:17][CH2:18][CH2:19][CH2:20][CH2:21][CH3:22])[C:12]([C:23]3[CH:24]=[N:25][CH:26]=[CH:27][CH:28]=3)=[N:11]2)(=[O:9])=[O:8])[CH:6]=[CH:5][CH:4]=[CH:3][CH:2]=1.[OH-].[K+].NN.O.